Dataset: Forward reaction prediction with 1.9M reactions from USPTO patents (1976-2016). Task: Predict the product of the given reaction. (1) Given the reactants [CH3:1][O:2][CH2:3][CH2:4][O:5][C:6]1[C:11]2[C:12](=O)[CH2:13][O:14][C:10]=2[CH:9]=[CH:8][CH:7]=1.C([O-])(=O)C.[Na+].Cl.[NH2:22][OH:23], predict the reaction product. The product is: [CH3:1][O:2][CH2:3][CH2:4][O:5][C:6]1[C:11]2[C:12](=[N:22][OH:23])[CH2:13][O:14][C:10]=2[CH:9]=[CH:8][CH:7]=1. (2) Given the reactants [OH:1][CH2:2][C@@H:3]([N:5]1[C:13](=[O:14])[C:12]2[C:7](=[CH:8][CH:9]=[CH:10][CH:11]=2)[C:6]1=[O:15])[CH3:4].[CH3:16]I, predict the reaction product. The product is: [CH3:16][O:1][CH2:2][C@@H:3]([N:5]1[C:13](=[O:14])[C:12]2[C:7](=[CH:8][CH:9]=[CH:10][CH:11]=2)[C:6]1=[O:15])[CH3:4]. (3) Given the reactants [NH2:1][C:2]1[N:7]=[CH:6][N:5]=[C:4]2[N:8](C(C3C=CC=CC=3)(C3C=CC=CC=3)C3C=CC=CC=3)[N:9]=[C:10]([C:11]3[CH:16]=[CH:15][C:14]([NH:17][C:18](=[O:30])[C:19]4[CH:24]=[CH:23][C:22]([C:25]([F:28])([F:27])[F:26])=[CH:21][C:20]=4[F:29])=[C:13]([O:31][CH3:32])[CH:12]=3)[C:3]=12.Cl.O1CCOCC1, predict the reaction product. The product is: [NH2:1][C:2]1[N:7]=[CH:6][N:5]=[C:4]2[NH:8][N:9]=[C:10]([C:11]3[CH:16]=[CH:15][C:14]([NH:17][C:18](=[O:30])[C:19]4[CH:24]=[CH:23][C:22]([C:25]([F:27])([F:28])[F:26])=[CH:21][C:20]=4[F:29])=[C:13]([O:31][CH3:32])[CH:12]=3)[C:3]=12.